From a dataset of Reaction yield outcomes from USPTO patents with 853,638 reactions. Predict the reaction yield, written as a fraction of the theoretical maximum amount of product (1.0 means a 100% yield; for example, 0.34 means a 34% yield). (1) The reactants are [Cl-].[Cl-].[Cl-].[Al+3].[CH3:5][N:6]1[CH2:11][CH2:10][NH:9][CH2:8][CH2:7]1.C[O:13][C:14](=O)[CH:15]=[CH:16][C:17]1[C:25]2[N:24]([C:26]3[CH:31]=[CH:30][CH:29]=[CH:28][CH:27]=3)[CH:23]=[N:22][C:21]=2[CH:20]=[C:19]([C:32]([F:35])([F:34])[F:33])[CH:18]=1.C(=O)([O-])[O-].[Na+].[Na+]. The catalyst is ClCCl. The product is [CH3:5][N:6]1[CH2:11][CH2:10][N:9]([C:14](=[O:13])[CH:15]=[CH:16][C:17]2[C:25]3[N:24]([C:26]4[CH:31]=[CH:30][CH:29]=[CH:28][CH:27]=4)[CH:23]=[N:22][C:21]=3[CH:20]=[C:19]([C:32]([F:34])([F:33])[F:35])[CH:18]=2)[CH2:8][CH2:7]1. The yield is 0.530. (2) The yield is 0.475. The product is [F:26][C:11]1[CH:10]=[C:9]([O:8][C:6]2[CH:5]=[CH:4][N:3]=[C:2]([NH:1][C:35]([N:52]3[CH2:53][CH2:54][CH:49]([N:44]4[CH2:48][CH2:47][CH2:46][CH2:45]4)[CH2:50][CH2:51]3)=[O:36])[CH:7]=2)[CH:14]=[CH:13][C:12]=1[NH:15][C:16](=[O:25])[O:17][CH2:18][C:19]1[CH:24]=[CH:23][CH:22]=[CH:21][CH:20]=1. The reactants are [NH2:1][C:2]1[CH:7]=[C:6]([O:8][C:9]2[CH:14]=[CH:13][C:12]([NH:15][C:16](=[O:25])[O:17][CH2:18][C:19]3[CH:24]=[CH:23][CH:22]=[CH:21][CH:20]=3)=[C:11]([F:26])[CH:10]=2)[CH:5]=[CH:4][N:3]=1.C(N(CC)CC)C.Cl[C:35](OC1C=CC=CC=1)=[O:36].[N:44]1([CH:49]2[CH2:54][CH2:53][NH:52][CH2:51][CH2:50]2)[CH2:48][CH2:47][CH2:46][CH2:45]1. The catalyst is O1CCCC1.O.C(OCC)(=O)C.CN(C)C=O. (3) The reactants are [NH2:1][CH2:2][C@@H:3]1[O:7][C:6](=[O:8])[N:5]([C:9]2[CH:14]=[CH:13][C:12]([CH:15]3[CH2:20][CH2:19][S:18](=[O:22])(=[O:21])[CH2:17][CH2:16]3)=[C:11]([F:23])[CH:10]=2)[CH2:4]1.C(N(C(C)C)CC)(C)C.[C:33](Cl)(=[O:40])[O:34][CH2:35][O:36][C:37](=[O:39])[CH3:38]. The yield is 0.850. The product is [C:37]([O:36][CH2:35][O:34][C:33]([NH:1][CH2:2][C@@H:3]1[O:7][C:6](=[O:8])[N:5]([C:9]2[CH:14]=[CH:13][C:12]([CH:15]3[CH2:20][CH2:19][S:18](=[O:21])(=[O:22])[CH2:17][CH2:16]3)=[C:11]([F:23])[CH:10]=2)[CH2:4]1)=[O:40])(=[O:39])[CH3:38]. The catalyst is C(Cl)Cl. (4) The reactants are Br[C:2]1[CH:3]=[C:4]2[C:9](=[CH:10][CH:11]=1)[N:8]=[CH:7][C:6]([C:12]([CH:14]1[CH2:16][CH2:15]1)=[O:13])=[C:5]2[N:17]1[CH2:22][CH2:21][CH:20]([CH:23]([N:25]([CH3:27])[CH3:26])[CH3:24])[CH2:19][CH2:18]1.[CH3:28][O:29][C:30]1[CH:35]=[C:34](B2OC(C)(C)C(C)(C)O2)[CH:33]=[CH:32][C:31]=1[OH:45]. No catalyst specified. The product is [CH:14]1([C:12]([C:6]2[CH:7]=[N:8][C:9]3[C:4]([C:5]=2[N:17]2[CH2:22][CH2:21][CH:20]([CH:23]([N:25]([CH3:27])[CH3:26])[CH3:24])[CH2:19][CH2:18]2)=[CH:3][C:2]([C:34]2[CH:33]=[CH:32][C:31]([OH:45])=[C:30]([O:29][CH3:28])[CH:35]=2)=[CH:11][CH:10]=3)=[O:13])[CH2:16][CH2:15]1. The yield is 0.560. (5) The reactants are Br[C:2]1[NH:6][CH:5]=[C:4]([CH:7]=[O:8])[CH:3]=1.[CH3:9][C:10]1[CH:15]=[CH:14][CH:13]=[CH:12][C:11]=1B(O)O.C(=O)([O-])[O-].[Na+].[Na+].COCCOC. The catalyst is O. The product is [CH3:9][C:10]1[CH:15]=[CH:14][CH:13]=[CH:12][C:11]=1[C:2]1[NH:6][CH:5]=[C:4]([CH:7]=[O:8])[CH:3]=1. The yield is 0.680. (6) The reactants are [C:1]1([CH3:13])[CH:6]=[CH:5][CH:4]=[CH:3][C:2]=1[C:7]1[NH:8][C:9](=[S:12])[NH:10][CH:11]=1.C(N(CC)C(C)C)(C)C.Cl[CH2:24][C:25](Cl)=[O:26].[F:28][C:29]1[CH:30]=[C:31]([CH:34]=[C:35]([O:38][CH3:39])[C:36]=1[OH:37])[CH:32]=O. The catalyst is O1CCOCC1.O. The product is [F:28][C:29]1[CH:30]=[C:31](/[CH:32]=[C:24]2/[C:25](=[O:26])[N:10]3[CH:11]=[C:7]([C:2]4[CH:3]=[CH:4][CH:5]=[CH:6][C:1]=4[CH3:13])[N:8]=[C:9]3[S:12]/2)[CH:34]=[C:35]([O:38][CH3:39])[C:36]=1[OH:37]. The yield is 0.320.